This data is from Catalyst prediction with 721,799 reactions and 888 catalyst types from USPTO. The task is: Predict which catalyst facilitates the given reaction. (1) Reactant: [Br:1][C:2]1[CH:7]=[C:6]([S:8]([CH3:11])(=[O:10])=[O:9])[CH:5]=[CH:4][C:3]=1F.[CH:13]1([CH2:16][NH2:17])[CH2:15][CH2:14]1. Product: [Br:1][C:2]1[CH:7]=[C:6]([S:8]([CH3:11])(=[O:10])=[O:9])[CH:5]=[CH:4][C:3]=1[NH:17][CH2:16][CH:13]1[CH2:15][CH2:14]1. The catalyst class is: 12. (2) Reactant: [CH2:1]([C:3]1[CH:7]=[C:6]([NH:8][C:9](=O)[O:10]C2C=CC=CC=2)[N:5]([C:18]2[CH:23]=[CH:22][CH:21]=[CH:20][CH:19]=2)[N:4]=1)[CH3:2].[CH3:24][O:25][C:26]1[CH:27]=[C:28]2[C:33](=[CH:34][C:35]=1[O:36][CH3:37])[N:32]=[CH:31][N:30]=[C:29]2[O:38][C:39]1[CH:40]=[C:41]([CH:43]=[CH:44][CH:45]=1)[NH2:42]. Product: [CH3:24][O:25][C:26]1[CH:27]=[C:28]2[C:33](=[CH:34][C:35]=1[O:36][CH3:37])[N:32]=[CH:31][N:30]=[C:29]2[O:38][C:39]1[CH:40]=[C:41]([NH:42][C:9]([NH:8][C:6]2[N:5]([C:18]3[CH:19]=[CH:20][CH:21]=[CH:22][CH:23]=3)[N:4]=[C:3]([CH2:1][CH3:2])[CH:7]=2)=[O:10])[CH:43]=[CH:44][CH:45]=1. The catalyst class is: 148. (3) Reactant: [F:1][C:2]1[C:12]2[O:11][CH2:10][CH2:9][CH2:8][NH:7][C:6]=2[C:5]([N+:13]([O-])=O)=[CH:4][CH:3]=1. The catalyst class is: 99. Product: [F:1][C:2]1[C:12]2[O:11][CH2:10][CH2:9][CH2:8][NH:7][C:6]=2[C:5]([NH2:13])=[CH:4][CH:3]=1. (4) Reactant: [CH3:1][C:2]1([CH3:20])[C:6]([CH3:8])([CH3:7])[O:5][B:4]([C:9]2[CH:10]=[N:11][N:12]([CH:14]3[CH2:19][CH2:18][NH:17][CH2:16][CH2:15]3)[CH:13]=2)[O:3]1.[CH3:21][S:22]([CH:25]=[CH2:26])(=[O:24])=[O:23].CCN(C(C)C)C(C)C. Product: [CH3:21][S:22]([CH2:25][CH2:26][N:17]1[CH2:18][CH2:19][CH:14]([N:12]2[CH:13]=[C:9]([B:4]3[O:5][C:6]([CH3:7])([CH3:8])[C:2]([CH3:20])([CH3:1])[O:3]3)[CH:10]=[N:11]2)[CH2:15][CH2:16]1)(=[O:24])=[O:23]. The catalyst class is: 3.